This data is from NCI-60 drug combinations with 297,098 pairs across 59 cell lines. The task is: Regression. Given two drug SMILES strings and cell line genomic features, predict the synergy score measuring deviation from expected non-interaction effect. (1) Drug 1: CN1CCC(CC1)COC2=C(C=C3C(=C2)N=CN=C3NC4=C(C=C(C=C4)Br)F)OC. Drug 2: CC12CCC(CC1=CCC3C2CCC4(C3CC=C4C5=CN=CC=C5)C)O. Cell line: M14. Synergy scores: CSS=-0.550, Synergy_ZIP=1.11, Synergy_Bliss=1.27, Synergy_Loewe=-2.22, Synergy_HSA=-1.61. (2) Drug 1: CS(=O)(=O)C1=CC(=C(C=C1)C(=O)NC2=CC(=C(C=C2)Cl)C3=CC=CC=N3)Cl. Drug 2: CCC1(C2=C(COC1=O)C(=O)N3CC4=CC5=C(C=CC(=C5CN(C)C)O)N=C4C3=C2)O.Cl. Cell line: MCF7. Synergy scores: CSS=16.4, Synergy_ZIP=0.306, Synergy_Bliss=7.29, Synergy_Loewe=-4.47, Synergy_HSA=6.03.